From a dataset of Reaction yield outcomes from USPTO patents with 853,638 reactions. Predict the reaction yield, written as a fraction of the theoretical maximum amount of product (1.0 means a 100% yield; for example, 0.34 means a 34% yield). The reactants are C([O:8][CH2:9][C:10]1[C@@H:11]([OH:34])[CH2:12][C@H:13]([C:15]2[CH:16]=[N:17][N:18]3[C:23]([NH:24][C@@H:25]4[C:33]5[C:28](=[CH:29][CH:30]=[CH:31][CH:32]=5)[CH2:27][CH2:26]4)=[N:22][CH:21]=[N:20][C:19]=23)[CH:14]=1)C1C=CC=CC=1. The catalyst is CO.[Pd]. The product is [C@@H:25]1([NH:24][C:23]2[N:18]3[N:17]=[CH:16][C:15]([C@H:13]4[CH2:12][C@H:11]([OH:34])[C@@H:10]([CH2:9][OH:8])[CH2:14]4)=[C:19]3[N:20]=[CH:21][N:22]=2)[C:33]2[C:28](=[CH:29][CH:30]=[CH:31][CH:32]=2)[CH2:27][CH2:26]1. The yield is 0.252.